This data is from Catalyst prediction with 721,799 reactions and 888 catalyst types from USPTO. The task is: Predict which catalyst facilitates the given reaction. (1) Reactant: [Br:1][C:2]1[C:3]([C:17]([F:20])([F:19])[F:18])=[CH:4][C:5]([N+:14]([O-])=O)=[C:6]([CH:13]=1)[N:7]([CH:9]([CH3:12])[CH2:10][Cl:11])[CH3:8]. Product: [Br:1][C:2]1[CH:13]=[C:6]([N:7]([CH:9]([CH3:12])[CH2:10][Cl:11])[CH3:8])[C:5]([NH2:14])=[CH:4][C:3]=1[C:17]([F:18])([F:19])[F:20]. The catalyst class is: 409. (2) Reactant: [Br:1][C:2]1[CH:3]=[C:4]([SH:8])[CH:5]=[CH:6][CH:7]=1.C([O-])([O-])=O.[Cs+].[Cs+].Br[CH2:16][CH2:17][CH2:18][OH:19]. Product: [Br:1][C:2]1[CH:3]=[C:4]([S:8][CH2:16][CH2:17][CH2:18][OH:19])[CH:5]=[CH:6][CH:7]=1. The catalyst class is: 3. (3) Reactant: [N:1]1([C:6]2[CH:7]=[N:8][C:9]([NH2:12])=[N:10][CH:11]=2)[CH:5]=[CH:4][CH:3]=[N:2]1.Cl[CH:14]([C:17]1([C:20]2[CH:21]=[C:22]3[C:27](=[CH:28][CH:29]=2)[N:26]=[CH:25][CH:24]=[CH:23]3)[CH2:19][CH2:18]1)[CH:15]=O. Product: [N:1]1([C:6]2[CH:7]=[N:8][C:9]3[N:10]([C:14]([C:17]4([C:20]5[CH:21]=[C:22]6[C:27](=[CH:28][CH:29]=5)[N:26]=[CH:25][CH:24]=[CH:23]6)[CH2:19][CH2:18]4)=[CH:15][N:12]=3)[CH:11]=2)[CH:5]=[CH:4][CH:3]=[N:2]1. The catalyst class is: 32. (4) Reactant: C[O:2][C:3]([C:5]1[S:30][C:8]2[N:9]=[CH:10][N:11]=[C:12]([NH:13][C:14]3[CH:19]=[CH:18][C:17]([F:20])=[CH:16][C:15]=3[O:21][CH:22]3[CH2:29][CH:25]4[O:26][CH2:27][O:28][CH:24]4[CH2:23]3)[C:7]=2[C:6]=1[CH3:31])=[O:4].[OH-].[Li+].C(O)(=O)CC(CC(O)=O)(C(O)=O)O. Product: [F:20][C:17]1[CH:18]=[CH:19][C:14]([NH:13][C:12]2[C:7]3[C:6]([CH3:31])=[C:5]([C:3]([OH:4])=[O:2])[S:30][C:8]=3[N:9]=[CH:10][N:11]=2)=[C:15]([O:21][CH:22]2[CH2:23][CH:24]3[O:28][CH2:27][O:26][CH:25]3[CH2:29]2)[CH:16]=1. The catalyst class is: 1. (5) Reactant: C(OC(=O)[NH:7][CH:8]([CH2:35][C:36]1[S:37][CH:38]=[CH:39][CH:40]=1)[C:9]([N:11]1[CH2:16][CH2:15][C:14]([CH2:26][C:27]2[CH:32]=[CH:31][C:30]([C:33]#[N:34])=[CH:29][CH:28]=2)([C:17](=[O:25])[NH:18][CH:19]2[CH2:24][CH2:23][CH2:22][CH2:21][CH2:20]2)[CH2:13][CH2:12]1)=[O:10])(C)(C)C.C[Si]([N:46]=[N+:47]=[N-:48])(C)C.C([Sn](=O)CCCC)CCC. Product: [CH:19]1([NH:18][C:17]([C:14]2([CH2:26][C:27]3[CH:28]=[CH:29][C:30]([C:33]4[NH:34][N:48]=[N:47][N:46]=4)=[CH:31][CH:32]=3)[CH2:15][CH2:16][N:11]([C:9](=[O:10])[C@@H:8]([NH2:7])[CH2:35][C:36]3[S:37][CH:38]=[CH:39][CH:40]=3)[CH2:12][CH2:13]2)=[O:25])[CH2:20][CH2:21][CH2:22][CH2:23][CH2:24]1. The catalyst class is: 216.